Dataset: Forward reaction prediction with 1.9M reactions from USPTO patents (1976-2016). Task: Predict the product of the given reaction. (1) Given the reactants [C:1]([O:5][C:6](=[O:32])[CH2:7][CH2:8][CH:9]1[NH:14][CH2:13][CH2:12][N:11]([C:15]2[C:25]([C:26]#[N:27])=[CH:24][C:18]([C:19]([O:21][CH2:22][CH3:23])=[O:20])=[C:17]([C:28]([F:31])([F:30])[F:29])[N:16]=2)[CH2:10]1)([CH3:4])([CH3:3])[CH3:2].[C:33]1([N:39]=[C:40]=[O:41])[CH:38]=[CH:37][CH:36]=[CH:35][CH:34]=1, predict the reaction product. The product is: [NH:39]([C:40]([N:14]1[CH2:13][CH2:12][N:11]([C:15]2[C:25]([C:26]#[N:27])=[CH:24][C:18]([C:19]([O:21][CH2:22][CH3:23])=[O:20])=[C:17]([C:28]([F:30])([F:31])[F:29])[N:16]=2)[CH2:10][CH:9]1[CH2:8][CH2:7][C:6]([O:5][C:1]([CH3:2])([CH3:3])[CH3:4])=[O:32])=[O:41])[C:33]1[CH:38]=[CH:37][CH:36]=[CH:35][CH:34]=1. (2) The product is: [CH:38]1([C:36]([NH:35][C:33]2[N:34]=[C:29]3[CH:28]=[CH:27][C:26]([O:25][C:24]4[CH:41]=[CH:42][C:43]([F:44])=[C:22]([NH:21][C:7]([C:6]5[S:5][CH:4]=[N:3][C:2]=5[CH3:1])=[O:9])[CH:23]=4)=[N:31][N:30]3[CH:32]=2)=[O:37])[CH2:39][CH2:40]1. Given the reactants [CH3:1][C:2]1[N:3]=[CH:4][S:5][C:6]=1[C:7]([OH:9])=O.O1CCCC1.C(Cl)(=O)C(Cl)=O.[NH2:21][C:22]1[CH:23]=[C:24]([CH:41]=[CH:42][C:43]=1[F:44])[O:25][C:26]1[CH:27]=[CH:28][C:29]2[N:30]([CH:32]=[C:33]([NH:35][C:36]([CH:38]3[CH2:40][CH2:39]3)=[O:37])[N:34]=2)[N:31]=1, predict the reaction product. (3) Given the reactants Br[C:2]1[S:3][CH:4]=[CH:5][CH:6]=1.[Cl:7][C:8]1[CH:9]=[C:10](B(O)O)[CH:11]=[CH:12][CH:13]=1, predict the reaction product. The product is: [Cl:7][C:8]1[CH:13]=[C:12]([C:2]2[S:3][CH:4]=[CH:5][CH:6]=2)[CH:11]=[CH:10][CH:9]=1.